From a dataset of Ames mutagenicity test results for genotoxicity prediction. Regression/Classification. Given a drug SMILES string, predict its toxicity properties. Task type varies by dataset: regression for continuous values (e.g., LD50, hERG inhibition percentage) or binary classification for toxic/non-toxic outcomes (e.g., AMES mutagenicity, cardiotoxicity, hepatotoxicity). Dataset: ames. (1) The drug is CC(=O)NCC(O)COc1cccc2ccccc12. The result is 0 (non-mutagenic). (2) The molecule is c1ccc2nc3ccccc3cc2c1. The result is 1 (mutagenic).